Task: Predict the reactants needed to synthesize the given product.. Dataset: Full USPTO retrosynthesis dataset with 1.9M reactions from patents (1976-2016) (1) The reactants are: [NH2:1][C:2]1[CH:3]=[CH:4][C:5]([CH3:12])=[C:6]([CH:11]=1)[C:7]([O:9][CH3:10])=[O:8].[C:13]([C:15]([C:18]1[CH:19]=[C:20]([CH:24]=[CH:25][CH:26]=1)[C:21](O)=[O:22])([CH3:17])[CH3:16])#[N:14].C(N(CC)C(C)C)(C)C.CN(C(ON1N=NC2C=CC=NC1=2)=[N+](C)C)C.F[P-](F)(F)(F)(F)F. Given the product [C:13]([C:15]([C:18]1[CH:19]=[C:20]([CH:24]=[CH:25][CH:26]=1)[C:21]([NH:1][C:2]1[CH:3]=[CH:4][C:5]([CH3:12])=[C:6]([CH:11]=1)[C:7]([O:9][CH3:10])=[O:8])=[O:22])([CH3:17])[CH3:16])#[N:14], predict the reactants needed to synthesize it. (2) Given the product [Cl:21][C:14]1[CH:15]=[C:16]([F:20])[C:17]([F:19])=[CH:18][C:13]=1[C@H:11]1[CH2:12][N:8]([C:31]2[CH:36]=[C:35]([Cl:37])[N:34]=[CH:33][N:32]=2)[CH2:9][C@@H:10]1[NH:22][C:23](=[O:29])[O:24][C:25]([CH3:27])([CH3:26])[CH3:28], predict the reactants needed to synthesize it. The reactants are: C([N:8]1[CH2:12][CH:11]([C:13]2[CH:18]=[C:17]([F:19])[C:16]([F:20])=[CH:15][C:14]=2[Cl:21])[CH:10]([NH:22][C:23](=[O:29])[O:24][C:25]([CH3:28])([CH3:27])[CH3:26])[CH2:9]1)C1C=CC=CC=1.Cl[C:31]1[CH:36]=[C:35]([Cl:37])[N:34]=[CH:33][N:32]=1.